Dataset: NCI-60 drug combinations with 297,098 pairs across 59 cell lines. Task: Regression. Given two drug SMILES strings and cell line genomic features, predict the synergy score measuring deviation from expected non-interaction effect. (1) Drug 1: CN(C)N=NC1=C(NC=N1)C(=O)N. Drug 2: CCC(=C(C1=CC=CC=C1)C2=CC=C(C=C2)OCCN(C)C)C3=CC=CC=C3.C(C(=O)O)C(CC(=O)O)(C(=O)O)O. Cell line: COLO 205. Synergy scores: CSS=2.64, Synergy_ZIP=2.84, Synergy_Bliss=7.02, Synergy_Loewe=-1.16, Synergy_HSA=-0.891. (2) Drug 1: CC1C(C(CC(O1)OC2CC(CC3=C2C(=C4C(=C3O)C(=O)C5=C(C4=O)C(=CC=C5)OC)O)(C(=O)C)O)N)O.Cl. Drug 2: C1CC(=O)NC(=O)C1N2C(=O)C3=CC=CC=C3C2=O. Cell line: HCT-15. Synergy scores: CSS=14.6, Synergy_ZIP=-0.152, Synergy_Bliss=2.40, Synergy_Loewe=-14.6, Synergy_HSA=0.730.